This data is from Reaction yield outcomes from USPTO patents with 853,638 reactions. The task is: Predict the reaction yield, written as a fraction of the theoretical maximum amount of product (1.0 means a 100% yield; for example, 0.34 means a 34% yield). (1) The reactants are [CH3:1][S:2][CH2:3][CH2:4][CH2:5][CH2:6][OH:7].[N+:8]([C:11]1[CH:18]=[CH:17][CH:16]=[C:15]([N+]([O-])=O)[C:12]=1[C:13]#[N:14])([O-:10])=[O:9]. No catalyst specified. The product is [CH3:1][S:2][CH2:3][CH2:4][CH2:5][CH2:6][O:7][C:15]1[CH:16]=[CH:17][CH:18]=[C:11]([N+:8]([O-:10])=[O:9])[C:12]=1[C:13]#[N:14]. The yield is 0.890. (2) The reactants are C(NC(C)C)(C)C.C([Li])CCC.C[Si](C)(C)[N:15]1[CH2:19][CH2:18][CH2:17][C:16]1=[O:20].[Cl:23][C:24]1[CH:31]=[CH:30][C:27]([CH2:28]Cl)=[CH:26][CH:25]=1. The catalyst is C1COCC1.O. The product is [Cl:23][C:24]1[CH:31]=[CH:30][C:27]([CH2:28][CH:17]2[CH2:18][CH2:19][NH:15][C:16]2=[O:20])=[CH:26][CH:25]=1. The yield is 0.200. (3) The reactants are [F:1][C:2]1[CH:7]=[C:6]([F:8])[CH:5]=[CH:4][C:3]=1[C:9]1[N:10]=[C:11]([CH:26]2[CH2:31][CH2:30][C:29](=[O:32])[CH2:28][CH2:27]2)[S:12][C:13]=1[C:14]1[CH:15]=[CH:16][C:17]2[N:18]([C:20]([CH:23]([CH3:25])[CH3:24])=[N:21][N:22]=2)[N:19]=1.[BH4-].[Na+].CC(C)=O. The catalyst is CO. The product is [F:1][C:2]1[CH:7]=[C:6]([F:8])[CH:5]=[CH:4][C:3]=1[C:9]1[N:10]=[C:11]([C@H:26]2[CH2:31][CH2:30][C@H:29]([OH:32])[CH2:28][CH2:27]2)[S:12][C:13]=1[C:14]1[CH:15]=[CH:16][C:17]2[N:18]([C:20]([CH:23]([CH3:25])[CH3:24])=[N:21][N:22]=2)[N:19]=1. The yield is 0.420. (4) The reactants are CN(C1C=CC=C(N(C)C)C=1C1C=CC=CC=1P(C1CCCCC1)C1CCCCC1)C.Br[C:33]1[CH:34]=[CH:35][C:36]([O:59][CH3:60])=[C:37]([N:39]2[C:48]3[C:43](=[CH:44][C:45]([S:49]([NH:52][C:53]4[CH:57]=[CH:56][O:55][N:54]=4)(=[O:51])=[O:50])=[CH:46][CH:47]=3)[CH:42]=[CH:41][C:40]2=[O:58])[CH:38]=1.[I-].[O:62]1[CH2:67][CH2:66][CH:65]([Zn+])[CH2:64][CH2:63]1. The catalyst is C(OCC)(=O)C.C([O-])(=O)C.[Pd+2].C([O-])(=O)C. The product is [O:55]1[CH:56]=[CH:57][C:53]([NH:52][S:49]([C:45]2[CH:44]=[C:43]3[C:48](=[CH:47][CH:46]=2)[N:39]([C:37]2[CH:38]=[C:33]([CH:65]4[CH2:66][CH2:67][O:62][CH2:63][CH2:64]4)[CH:34]=[CH:35][C:36]=2[O:59][CH3:60])[C:40](=[O:58])[CH:41]=[CH:42]3)(=[O:51])=[O:50])=[N:54]1. The yield is 0.386. (5) The reactants are Cl[C:2]1[CH:9]=[CH:8][C:5]([C:6]#[N:7])=[CH:4][N:3]=1.[CH3:10][C:11]1[C:15](B(O)O)=[CH:14][N:13]([C:19]([C:32]2[CH:37]=[CH:36][CH:35]=[CH:34][CH:33]=2)([C:26]2[CH:31]=[CH:30][CH:29]=[CH:28][CH:27]=2)[C:20]2[CH:25]=[CH:24][CH:23]=[CH:22][CH:21]=2)[N:12]=1.C(=O)([O-])[O-].[Na+].[Na+]. The catalyst is COCCOC.O. The product is [CH3:10][C:11]1[C:15]([C:2]2[CH:9]=[CH:8][C:5]([C:6]#[N:7])=[CH:4][N:3]=2)=[CH:14][N:13]([C:19]([C:20]2[CH:25]=[CH:24][CH:23]=[CH:22][CH:21]=2)([C:26]2[CH:27]=[CH:28][CH:29]=[CH:30][CH:31]=2)[C:32]2[CH:37]=[CH:36][CH:35]=[CH:34][CH:33]=2)[N:12]=1. The yield is 0.530.